Dataset: Full USPTO retrosynthesis dataset with 1.9M reactions from patents (1976-2016). Task: Predict the reactants needed to synthesize the given product. (1) The reactants are: Cl.C(O)C.[NH2:5][C:6]1[C:7]2[C:8]3[C:9](=[N:21][N:22]([CH2:24][C:25]4[C:30]([Cl:31])=[C:29]([O:32][CH3:33])[C:28]([CH3:34])=[CH:27][N:26]=4)[N:23]=2)[CH:10]=[C:11]([CH2:16][C:17]([NH:19][CH3:20])=[O:18])[C:12]=3[CH2:13][S:14][N:15]=1. Given the product [ClH:31].[NH2:5][C:6]1[C:7]2[C:8]3[C:9](=[N:21][N:22]([CH2:24][C:25]4[C:30]([Cl:31])=[C:29]([O:32][CH3:33])[C:28]([CH3:34])=[CH:27][N:26]=4)[N:23]=2)[CH:10]=[C:11]([CH2:16][C:17]([NH:19][CH3:20])=[O:18])[C:12]=3[CH2:13][S:14][N:15]=1, predict the reactants needed to synthesize it. (2) The reactants are: [H-].[H-].[H-].[H-].[Li+].[Al+3].[C:7]([NH:10][C:11]1[S:12][CH:13]=[C:14]([CH2:16][C:17](OCC)=[O:18])[N:15]=1)(=O)[CH3:8].O.[OH-].[Na+]. Given the product [CH2:7]([NH:10][C:11]1[S:12][CH:13]=[C:14]([CH2:16][CH2:17][OH:18])[N:15]=1)[CH3:8], predict the reactants needed to synthesize it. (3) Given the product [NH3:8].[NH2:34][CH2:6][C@H:7]1[CH2:12][N:11]([S:13]([C:16]2[S:17][CH:18]=[CH:19][CH:20]=2)(=[O:15])=[O:14])[CH2:10][CH2:9][N:8]1[C:21]1[CH:26]=[CH:25][C:24]([C:27]([OH:33])([CH3:32])[C:28]([F:30])([F:31])[F:29])=[CH:23][CH:22]=1, predict the reactants needed to synthesize it. The reactants are: CS(O[CH2:6][C@H:7]1[CH2:12][N:11]([S:13]([C:16]2[S:17][CH:18]=[CH:19][CH:20]=2)(=[O:15])=[O:14])[CH2:10][CH2:9][N:8]1[C:21]1[CH:26]=[CH:25][C:24]([C:27]([OH:33])([CH3:32])[C:28]([F:31])([F:30])[F:29])=[CH:23][CH:22]=1)(=O)=O.[NH3:34].CO. (4) Given the product [NH2:14][CH:15]([CH2:21][CH2:22][C:23]1[CH:24]=[C:25]2[C:48](=[CH:49][CH:50]=1)[C:29]1=[N:30][O:31][C:32]([C:33]3[C:37]([C:38]([F:39])([F:40])[F:41])=[C:36]([C:42]4[CH:43]=[CH:44][CH:45]=[CH:46][CH:47]=4)[O:35][N:34]=3)=[C:28]1[CH2:27][CH2:26]2)[C:16]([OH:18])=[O:17].[C:54]([OH:60])([C:56]([F:59])([F:58])[F:57])=[O:55], predict the reactants needed to synthesize it. The reactants are: C1(C(=[N:14][CH:15]([CH2:21][CH2:22][C:23]2[CH:24]=[C:25]3[C:48](=[CH:49][CH:50]=2)[C:29]2=[N:30][O:31][C:32]([C:33]4[C:37]([C:38]([F:41])([F:40])[F:39])=[C:36]([C:42]5[CH:47]=[CH:46][CH:45]=[CH:44][CH:43]=5)[O:35][N:34]=4)=[C:28]2[CH2:27][CH2:26]3)[C:16]([O:18]CC)=[O:17])C2C=CC=CC=2)C=CC=CC=1.Cl.[OH-].[Na+].[C:54]([OH:60])([C:56]([F:59])([F:58])[F:57])=[O:55].